This data is from Full USPTO retrosynthesis dataset with 1.9M reactions from patents (1976-2016). The task is: Predict the reactants needed to synthesize the given product. (1) Given the product [Cl:1][C:2]([Cl:7])([Cl:6])[C:3]([O:4][CH:17]1[O:19][C@H:13]([CH2:12][O:11][C:8](=[O:10])[CH3:9])[C@@H:14]([O:28][CH2:29][CH2:30][CH2:31][CH3:32])[C@H:15]([O:23][CH2:24][CH2:25][CH2:26][CH3:27])[C@H:16]1[N:20]=[N+:21]=[N-:22])=[NH:5], predict the reactants needed to synthesize it. The reactants are: [Cl:1][C:2]([Cl:7])([Cl:6])[C:3](=[NH:5])[O-:4].[C:8]([O:11][CH2:12][C@H:13]1[O:19][CH:17](O)[C@H:16]([N:20]=[N+:21]=[N-:22])[C@@H:15]([O:23][CH2:24][CH2:25][CH2:26][CH3:27])[C@@H:14]1[O:28][CH2:29][CH2:30][CH2:31][CH3:32])(=[O:10])[CH3:9]. (2) Given the product [Br:20][C:21]1[CH:28]=[C:27]([CH2:29][CH2:30][N:5]2[CH2:6][CH2:7][N:2]([CH2:8][CH2:9][C:10]3[CH:11]=[C:12]4[C:13](=[CH:18][CH:19]=3)[C:14](=[O:17])[O:15][CH2:16]4)[CH2:3][CH2:4]2)[CH:26]=[CH:25][C:22]=1[C:23]#[N:24], predict the reactants needed to synthesize it. The reactants are: Cl.[N:2]1([CH2:8][CH2:9][C:10]2[CH:19]=[CH:18][C:13]3[C:14](=[O:17])[O:15][CH2:16][C:12]=3[CH:11]=2)[CH2:7][CH2:6][NH:5][CH2:4][CH2:3]1.[Br:20][C:21]1[CH:28]=[C:27]([CH2:29][CH:30]=O)[CH:26]=[CH:25][C:22]=1[C:23]#[N:24]. (3) Given the product [CH3:30][O:29][C:22]1[CH:23]=[CH:24][C:25]([O:27][CH3:28])=[CH:26][C:21]=1[CH2:20][C:19]1[C:3]2[C:4](=[O:18])[N:5]([C:12]3[CH:13]=[CH:14][CH:15]=[CH:16][CH:17]=3)[C:6]3[N:7]=[CH:8][CH:9]=[CH:10][C:11]=3[C:2]=2[NH:34][N:33]=1, predict the reactants needed to synthesize it. The reactants are: O[C:2]1[C:11]2[C:6](=[N:7][CH:8]=[CH:9][CH:10]=2)[N:5]([C:12]2[CH:17]=[CH:16][CH:15]=[CH:14][CH:13]=2)[C:4](=[O:18])[C:3]=1[C:19](=O)[CH2:20][C:21]1[CH:26]=[C:25]([O:27][CH3:28])[CH:24]=[CH:23][C:22]=1[O:29][CH3:30].O.[NH2:33][NH2:34]. (4) Given the product [CH2:17]([CH:16]([C:15]1[C:10]2[N:11]([C:7]([C:5]3[S:6][C:2]([C:35]4[N:39]([CH3:40])[CH:38]=[N:37][CH:36]=4)=[CH:3][C:4]=3[CH3:23])=[C:8]([CH3:22])[N:9]=2)[N:12]=[C:13]([CH3:21])[CH:14]=1)[CH2:19][CH3:20])[CH3:18], predict the reactants needed to synthesize it. The reactants are: Br[C:2]1[S:6][C:5]([C:7]2[N:11]3[N:12]=[C:13]([CH3:21])[CH:14]=[C:15]([CH:16]([CH2:19][CH3:20])[CH2:17][CH3:18])[C:10]3=[N:9][C:8]=2[CH3:22])=[C:4]([CH3:23])[CH:3]=1.C([Li])CCC.C1COCC1.I[C:35]1[N:39]([CH3:40])[CH:38]=[N:37][CH:36]=1.